Dataset: Tox21: 12 toxicity assays (nuclear receptors and stress response pathways). Task: Binary classification across 12 toxicity assays. (1) The compound is C[C@]12CC[C@@H]3[C@H]4CCC(=O)C=C4CC[C@H]3[C@@H]1CC[C@@H]2OC(=O)CCc1ccccc1. It tested positive (active) for: NR-AR (Androgen Receptor agonist activity), NR-AR-LBD (Androgen Receptor Ligand Binding Domain agonist), NR-ER (Estrogen Receptor agonist activity), and NR-ER-LBD (Estrogen Receptor Ligand Binding Domain agonist). (2) The drug is CC(=O)OCC(=O)[C@@]1(O)CC[C@H]2[C@@H]3CCC4=CC(=O)CC[C@]4(C)[C@H]3C(=O)C[C@@]21C. It tested positive (active) for: NR-AR-LBD (Androgen Receptor Ligand Binding Domain agonist). (3) The molecule is CCC(C)(C)c1ccc(O)cc1. It tested positive (active) for: NR-ER (Estrogen Receptor agonist activity), NR-ER-LBD (Estrogen Receptor Ligand Binding Domain agonist), and SR-MMP (Mitochondrial Membrane Potential disruption). (4) The molecule is CC[C@H](C)[C@H]1O[C@]2(C=C[C@@H]1C)C[C@@H]1C[C@@H](CC=C(C)[C@@H](O[C@H]3C[C@H](OC)[C@@H](O[C@H]4C[C@H](OC)[C@@H](O)[C@H](C)O4)[C@H](C)O3)[C@@H](C)C=CC=C3CO[C@@H]4[C@H](O)C(C)=C[C@@H](C(=O)O1)[C@]34O)O2. It tested positive (active) for: SR-ARE (Antioxidant Response Element (oxidative stress)), and SR-MMP (Mitochondrial Membrane Potential disruption). (5) The molecule is CC(C)Cn1cnc2c(N)nc3ccccc3c21. It tested positive (active) for: NR-AhR (Aryl hydrocarbon Receptor agonist activity). (6) The molecule is O=C([O-])c1cc2cc(Cc3cccnc3)ccc2o1. It tested positive (active) for: NR-ER (Estrogen Receptor agonist activity). (7) The compound is S=P(N1CC1)(N1CC1)N1CC1. It tested positive (active) for: SR-p53 (p53 tumor suppressor activation). (8) The drug is CCC(C)c1cc([N+](=O)[O-])cc([N+](=O)[O-])c1OC(=O)C=C(C)C. It tested positive (active) for: SR-ARE (Antioxidant Response Element (oxidative stress)), SR-HSE (Heat Shock Element response), and SR-p53 (p53 tumor suppressor activation). (9) The compound is CC(C)c1ccc2oc3nc(N)c(C(=O)O)cc3c(=O)c2c1. It tested positive (active) for: NR-AR (Androgen Receptor agonist activity), NR-AhR (Aryl hydrocarbon Receptor agonist activity), SR-ARE (Antioxidant Response Element (oxidative stress)), and SR-ATAD5 (ATAD5 genotoxicity (DNA damage)). (10) The molecule is O=C(O)c1cc(O)c2c(c1)C(=O)c1cccc(O)c1C2=O. It tested positive (active) for: NR-ER (Estrogen Receptor agonist activity), SR-ARE (Antioxidant Response Element (oxidative stress)), and SR-MMP (Mitochondrial Membrane Potential disruption).